Dataset: Catalyst prediction with 721,799 reactions and 888 catalyst types from USPTO. Task: Predict which catalyst facilitates the given reaction. (1) Reactant: C(O[C:6](=[O:43])[CH:7]([C:15]1[CH:20]=[C:19]([C:21]([O:23][CH3:24])=[O:22])[C:18]([F:25])=[CH:17][C:16]=1[NH:26][CH:27]1[CH2:32][CH2:31][N:30]([C:33]([O:35][CH2:36][C:37]2[CH:42]=[CH:41][CH:40]=[CH:39][CH:38]=2)=[O:34])[CH2:29][CH2:28]1)C(OC(C)(C)C)=O)(C)(C)C.O.C1(C)C=CC(S(O)(=O)=O)=CC=1. Product: [CH2:36]([O:35][C:33]([N:30]1[CH2:29][CH2:28][CH:27]([N:26]2[C:16]3[C:15](=[CH:20][C:19]([C:21]([O:23][CH3:24])=[O:22])=[C:18]([F:25])[CH:17]=3)[CH2:7][C:6]2=[O:43])[CH2:32][CH2:31]1)=[O:34])[C:37]1[CH:38]=[CH:39][CH:40]=[CH:41][CH:42]=1. The catalyst class is: 11. (2) Reactant: [CH3:1][CH:2]([N:4]1[CH2:9][CH2:8][NH:7][CH2:6][CH2:5]1)[CH3:3].Br[CH2:11][CH2:12][N:13]1[C:21]([O:22]C)=[N:20][C:19]2[C:14]1=[N:15][C:16]([NH:25][CH2:26][CH2:27][CH2:28][CH3:29])=[N:17][C:18]=2[NH2:24].Cl.C(N(CC)CC)C. Product: [NH2:24][C:18]1[N:17]=[C:16]([NH:25][CH2:26][CH2:27][CH2:28][CH3:29])[N:15]=[C:14]2[C:19]=1[NH:20][C:21](=[O:22])[N:13]2[CH2:12][CH2:11][N:7]1[CH2:8][CH2:9][N:4]([CH:2]([CH3:3])[CH3:1])[CH2:5][CH2:6]1. The catalyst class is: 71.